Dataset: Full USPTO retrosynthesis dataset with 1.9M reactions from patents (1976-2016). Task: Predict the reactants needed to synthesize the given product. (1) Given the product [F:21][C:20]([F:23])([F:22])[S:17]([O:7][C:6]1[CH:5]([CH3:10])[O:4][C:3](=[O:8])[C:2]=1[F:1])(=[O:19])=[O:18], predict the reactants needed to synthesize it. The reactants are: [F:1][C:2]1[C:3](=[O:8])[O:4][CH2:5][C:6]=1[OH:7].N1C(C)=CC=C[C:10]=1C.[S:17](O[S:17]([C:20]([F:23])([F:22])[F:21])(=[O:19])=[O:18])([C:20]([F:23])([F:22])[F:21])(=[O:19])=[O:18]. (2) Given the product [ClH:35].[CH3:44][O:43][C:39]1[CH:40]=[C:24]([CH:36]=[CH:37][CH:38]=1)[CH2:23][S:22][C:11]1[CH:10]=[C:9]([O:8][CH2:1][C:2]2[CH:7]=[CH:6][CH:5]=[CH:4][CH:3]=2)[C:14]([NH:15][C:16]2[S:17][CH:18]=[C:19]([CH3:21])[N:20]=2)=[N:13][CH:12]=1, predict the reactants needed to synthesize it. The reactants are: [CH2:1]([O:8][C:9]1[CH:10]=[C:11]([S:22][CH2:23][CH2:24]C(OC)=O)[CH:12]=[N:13][C:14]=1[NH:15][C:16]1[S:17][CH:18]=[C:19]([CH3:21])[N:20]=1)[C:2]1[CH:7]=[CH:6][CH:5]=[CH:4][CH:3]=1.CC([O-])(C)C.[K+].[Cl:35][CH2:36][C:37]1C=C[CH:40]=[C:39]([O:43][CH3:44])[CH:38]=1.Cl. (3) Given the product [CH3:21][O:20][C:18]1[CH:17]=[CH:16][C:14]2[S:15][C:11]([C:8]3[N:6]4[N:7]=[C:2]([NH:75][C:74]5[CH:76]=[CH:77][C:78]([O:79][CH3:80])=[C:72]([O:71][CH3:70])[CH:73]=5)[CH:3]=[CH:4][C:5]4=[N:10][CH:9]=3)=[CH:12][C:13]=2[CH:19]=1, predict the reactants needed to synthesize it. The reactants are: Cl[C:2]1[CH:3]=[CH:4][C:5]2[N:6]([C:8]([C:11]3[S:15][C:14]4[CH:16]=[CH:17][C:18]([O:20][CH3:21])=[CH:19][C:13]=4[CH:12]=3)=[CH:9][N:10]=2)[N:7]=1.CC1(C)C2C(=C(P(C3C=CC=CC=3)C3C=CC=CC=3)C=CC=2)OC2C(P(C3C=CC=CC=3)C3C=CC=CC=3)=CC=CC1=2.C(=O)([O-])[O-].[K+].[K+].[CH3:70][O:71][C:72]1[CH:73]=[C:74]([CH:76]=[CH:77][C:78]=1[O:79][CH3:80])[NH2:75]. (4) Given the product [Cl-:32].[Cl:32][C:2]1[N:3]=[C:4]([C:19]2[CH:24]=[CH:23][CH:22]=[CH:21][C:20]=2[CH3:25])[C:5]2[CH2:11][NH2+:10][CH2:9][CH2:8][C:6]=2[N:7]=1, predict the reactants needed to synthesize it. The reactants are: Br[C:2]1[N:3]=[C:4]([C:19]2[CH:24]=[CH:23][CH:22]=[CH:21][C:20]=2[CH3:25])[C:5]2[CH2:11][N:10](C(OC(C)(C)C)=O)[CH2:9][CH2:8][C:6]=2[N:7]=1.O1CCOCC1.[ClH:32].